From a dataset of Forward reaction prediction with 1.9M reactions from USPTO patents (1976-2016). Predict the product of the given reaction. (1) The product is: [C:19]1([CH:8]([S:9]([N:12]2[CH2:34][CH2:33][CH2:32][C@H:13]2[C:14]([NH:16][C@H:17]([C:25]([OH:27])=[O:26])[CH2:18][C:19]2[CH:24]=[CH:23][CH:22]=[CH:21][CH:20]=2)=[O:15])(=[O:10])=[O:11])[CH3:7])[CH:24]=[CH:23][CH:22]=[CH:21][CH:20]=1. Given the reactants C1([CH2:7][CH2:8][S:9]([N:12]2[CH2:34][CH2:33][CH2:32][C@H:13]2[C:14]([NH:16][C@H:17]([C:25]([O:27]C(C)(C)C)=[O:26])[CH2:18][C:19]2[CH:24]=[CH:23][CH:22]=[CH:21][CH:20]=2)=[O:15])(=[O:11])=[O:10])C=CC=CC=1, predict the reaction product. (2) Given the reactants [CH3:1][C:2]1[CH:6]=[C:5]([CH2:7][C:8]([OH:10])=O)[O:4][N:3]=1.C1N=CN(C(N2C=NC=C2)=O)C=1.Cl.[CH3:24][O:25][NH:26][CH3:27], predict the reaction product. The product is: [CH3:24][O:25][N:26]([CH3:27])[C:8](=[O:10])[CH2:7][C:5]1[O:4][N:3]=[C:2]([CH3:1])[CH:6]=1.